Predict the product of the given reaction. From a dataset of Forward reaction prediction with 1.9M reactions from USPTO patents (1976-2016). (1) Given the reactants [C:1]([CH2:3][N:4]1[CH:8]=[C:7]([C:9]2[C:13]3[C:14]([O:20]C)=[N:15][CH:16]=[C:17]([C:18]#[N:19])[C:12]=3[N:11]([CH:22]3[CH2:26][CH2:25][CH2:24][CH2:23]3)[CH:10]=2)[CH:6]=[N:5]1)#[N:2].[I-].[Na+].Cl[Si](C)(C)C, predict the reaction product. The product is: [C:1]([CH2:3][N:4]1[CH:8]=[C:7]([C:9]2[C:13]3[C:14](=[O:20])[NH:15][CH:16]=[C:17]([C:18]#[N:19])[C:12]=3[N:11]([CH:22]3[CH2:26][CH2:25][CH2:24][CH2:23]3)[CH:10]=2)[CH:6]=[N:5]1)#[N:2]. (2) Given the reactants FC(F)(F)S(O[C:7]1[CH2:8][C:9]2[C:14]([CH:15]=1)=[CH:13][CH:12]=[CH:11][CH:10]=2)(=O)=O.[PH:18]([C:25]1[CH:30]=[CH:29][CH:28]=[CH:27][CH:26]=1)[C:19]1[CH:24]=[CH:23][CH:22]=[CH:21][CH:20]=1.P(C1CCCCC1)C1CCCCC1.CCN(CC)CC, predict the reaction product. The product is: [CH:25]1([P:18]([CH:19]2[CH2:20][CH2:21][CH2:22][CH2:23][CH2:24]2)[C:7]2[CH2:8][C:9]3[C:14]([CH:15]=2)=[CH:13][CH:12]=[CH:11][CH:10]=3)[CH2:26][CH2:27][CH2:28][CH2:29][CH2:30]1. (3) Given the reactants C([N:8]1[C:13](=[O:14])[C:12]2[CH:15]=[CH:16][CH:17]=N[C:11]=2[N:10]=[C:9]1C(Br)CC)C1C=CC=CC=1.[CH3:23]C([O-])=O.[Na+].BrBr, predict the reaction product. The product is: [CH:16]1[CH:17]=[CH:23][C:11]2[N:10]=[CH:9][NH:8][C:13](=[O:14])[C:12]=2[CH:15]=1. (4) Given the reactants Cl.C([O:6][C:7]([C:9]1[N:10]=[N:11][C:12]([C:15]2[CH:16]=[N:17][C:18]([C:21]([C:26]3[CH:31]=[CH:30][C:29]([C:32]4[CH:33]=[N:34][C:35]([N:38]5[C:42]([CH3:43])=[CH:41][CH:40]=[C:39]5[CH3:44])=[N:36][CH:37]=4)=[CH:28][CH:27]=3)([CH3:25])[CH:22]([CH3:24])[CH3:23])=[CH:19][CH:20]=2)=[CH:13][CH:14]=1)=[CH2:8])CCC.C(=O)(O)[O-].[Na+].[Cl-].[Na+], predict the reaction product. The product is: [CH3:44][C:39]1[N:38]([C:35]2[N:34]=[CH:33][C:32]([C:29]3[CH:28]=[CH:27][C:26]([C:21]([C:18]4[N:17]=[CH:16][C:15]([C:12]5[N:11]=[N:10][C:9]([C:7](=[O:6])[CH3:8])=[CH:14][CH:13]=5)=[CH:20][CH:19]=4)([CH3:25])[CH:22]([CH3:23])[CH3:24])=[CH:31][CH:30]=3)=[CH:37][N:36]=2)[C:42]([CH3:43])=[CH:41][CH:40]=1.